This data is from Catalyst prediction with 721,799 reactions and 888 catalyst types from USPTO. The task is: Predict which catalyst facilitates the given reaction. (1) Reactant: C([Mg]Cl)(C)C.Br[C:7]1[N:11]2[CH:12]=[CH:13][C:14]([C:16]([CH3:26])([O:18][Si:19]([CH2:24][CH3:25])([CH2:22][CH3:23])[CH2:20][CH3:21])[CH3:17])=[N:15][C:10]2=[N:9][CH:8]=1.C([Sn](Cl)(CCCC)CCCC)CCC.Cl[C:42]1[CH:47]=[CH:46][N:45]=[C:44]([C:48]([F:51])([F:50])[F:49])[N:43]=1. Product: [CH3:17][C:16]([C:14]1[CH:13]=[CH:12][N:11]2[C:7]([C:42]3[CH:47]=[CH:46][N:45]=[C:44]([C:48]([F:51])([F:50])[F:49])[N:43]=3)=[CH:8][N:9]=[C:10]2[N:15]=1)([O:18][Si:19]([CH2:24][CH3:25])([CH2:22][CH3:23])[CH2:20][CH3:21])[CH3:26]. The catalyst class is: 176. (2) Reactant: C([O:3][C:4](=O)[CH2:5][O:6][C:7]1[CH:12]=[CH:11][C:10]([CH:13]=[O:14])=[CH:9][C:8]=1[N+:15]([O-])=O)C. Product: [O:3]=[C:4]1[NH:15][C:8]2[CH:9]=[C:10]([CH:13]=[O:14])[CH:11]=[CH:12][C:7]=2[O:6][CH2:5]1. The catalyst class is: 180. (3) Reactant: N#N.[CH3:3][C:4]1([C:9]2[O:13][C:12]([CH2:14][N:15]3[N:19]=[C:18]([N+:20]([O-])=O)[CH:17]=[N:16]3)=[CH:11][CH:10]=2)[O:8][CH2:7][CH2:6][O:5]1.[NH4+].[Cl-]. Product: [CH3:3][C:4]1([C:9]2[O:13][C:12]([CH2:14][N:15]3[N:19]=[C:18]([NH2:20])[CH:17]=[N:16]3)=[CH:11][CH:10]=2)[O:8][CH2:7][CH2:6][O:5]1. The catalyst class is: 314. (4) Reactant: [NH2:1][C:2]1[CH:7]=[CH:6][C:5]([C:8]2[CH:16]=[C:15]3[C:11]([CH2:12][N:13]([C@@H:18]([CH:23]([CH3:25])[CH3:24])[C:19]([O:21][CH3:22])=[O:20])[C:14]3=[O:17])=[CH:10][CH:9]=2)=[CH:4][CH:3]=1.[F:26][C:27]1[CH:32]=[CH:31][CH:30]=[CH:29][C:28]=1[N:33]=[C:34]=[S:35]. Product: [F:26][C:27]1[CH:32]=[CH:31][CH:30]=[CH:29][C:28]=1[NH:33][C:34](=[S:35])[NH:1][C:2]1[CH:3]=[CH:4][C:5]([C:8]2[CH:16]=[C:15]3[C:11]([CH2:12][N:13]([C@@H:18]([CH:23]([CH3:25])[CH3:24])[C:19]([O:21][CH3:22])=[O:20])[C:14]3=[O:17])=[CH:10][CH:9]=2)=[CH:6][CH:7]=1. The catalyst class is: 1.